From a dataset of Reaction yield outcomes from USPTO patents with 853,638 reactions. Predict the reaction yield, written as a fraction of the theoretical maximum amount of product (1.0 means a 100% yield; for example, 0.34 means a 34% yield). (1) The reactants are [CH3:1][N:2]1[C:10]([CH3:12])([CH3:11])[C:9]2[C:4](=[C:5]([N+:13]([O-])=O)[CH:6]=[CH:7][CH:8]=2)[C:3]1=[O:16]. The catalyst is C(O)C.[Pd]. The product is [NH2:13][C:5]1[CH:6]=[CH:7][CH:8]=[C:9]2[C:4]=1[C:3](=[O:16])[N:2]([CH3:1])[C:10]2([CH3:12])[CH3:11]. The yield is 0.620. (2) The reactants are [C:1]([O:5][C:6](=[O:22])[NH:7][CH2:8][CH2:9][C:10]1[C:18]2[C:13](=[CH:14][C:15]([N+:19]([O-])=O)=[CH:16][CH:17]=2)[NH:12][CH:11]=1)([CH3:4])([CH3:3])[CH3:2]. The catalyst is CCO.[Ni]. The product is [C:1]([O:5][C:6](=[O:22])[NH:7][CH2:8][CH2:9][C:10]1[C:18]2[C:13](=[CH:14][C:15]([NH2:19])=[CH:16][CH:17]=2)[NH:12][CH:11]=1)([CH3:4])([CH3:2])[CH3:3]. The yield is 0.670. (3) The reactants are Cl[S:2]([C:5]1[CH:6]=[C:7]2[C:11](=[CH:12][CH:13]=1)[NH:10][C:9](=[O:14])[CH2:8]2)(=[O:4])=[O:3].[F:15][C:16]([F:25])([F:24])[C:17]1[CH:23]=[CH:22][C:20]([NH2:21])=[CH:19][CH:18]=1.N1C=CC=CC=1. The catalyst is ClCCl. The product is [F:15][C:16]([F:24])([F:25])[C:17]1[CH:18]=[CH:19][C:20]([NH:21][S:2]([C:5]2[CH:6]=[C:7]3[C:11](=[CH:12][CH:13]=2)[NH:10][C:9](=[O:14])[CH2:8]3)(=[O:4])=[O:3])=[CH:22][CH:23]=1. The yield is 0.370. (4) The reactants are Cl[C:2]1[CH:11]=[C:10]2[C:5]([C:6](=[O:22])[C:7]([C:20]#[N:21])=[CH:8][N:9]2[CH2:12][O:13][CH2:14][CH2:15][Si:16]([CH3:19])([CH3:18])[CH3:17])=[CH:4][C:3]=1[N+:23]([O-:25])=[O:24].O.O.O.O.O.O.O.O.O.[S-2:35].[Na+].[Na+].O.Cl. The catalyst is CS(C)=O. The product is [SH:35][C:2]1[CH:11]=[C:10]2[C:5]([C:6](=[O:22])[C:7]([C:20]#[N:21])=[CH:8][N:9]2[CH2:12][O:13][CH2:14][CH2:15][Si:16]([CH3:19])([CH3:18])[CH3:17])=[CH:4][C:3]=1[N+:23]([O-:25])=[O:24]. The yield is 0.830. (5) No catalyst specified. The yield is 0.930. The reactants are Br[C:2]1[CH:3]=[C:4]([CH:7]=[CH:8][CH:9]=1)[CH:5]=[O:6].[S:10]1[CH:14]=[CH:13][CH:12]=[C:11]1B(O)O. The product is [S:10]1[CH:14]=[CH:13][CH:12]=[C:11]1[C:2]1[CH:3]=[C:4]([CH:7]=[CH:8][CH:9]=1)[CH:5]=[O:6]. (6) The reactants are [CH3:1][O:2][CH:3]1[CH2:8][CH2:7][N:6]([C:9]([N:11]2[CH2:17][C:16]3[CH:18]=[CH:19][C:20]([C:22](OC)=[O:23])=[CH:21][C:15]=3[O:14][CH2:13][C@@H:12]2[C:26]2[CH:31]=[CH:30][CH:29]=[CH:28][CH:27]=2)=[O:10])[CH2:5][CH2:4]1.[OH-:32].[Na+].[NH2:34]O. The catalyst is C1COCC1.CO. The product is [OH:32][NH:34][C:22]([C:20]1[CH:19]=[CH:18][C:16]2[CH2:17][N:11]([C:9]([N:6]3[CH2:5][CH2:4][CH:3]([O:2][CH3:1])[CH2:8][CH2:7]3)=[O:10])[C@@H:12]([C:26]3[CH:31]=[CH:30][CH:29]=[CH:28][CH:27]=3)[CH2:13][O:14][C:15]=2[CH:21]=1)=[O:23]. The yield is 0.270. (7) The reactants are [C:1]([O:4][C:5]1[CH:10]=[CH:9][C:8]([CH:11]2[CH:20](O)[C:19]3[C:14](=[CH:15][C:16]([O:22][C:23](=[O:25])[CH3:24])=[CH:17][CH:18]=3)[O:13][CH:12]2[CH2:26][CH2:27][CH2:28][CH3:29])=[CH:7][CH:6]=1)(=[O:3])[CH3:2].P(=O)(O)(O)O.C(=O)([O-])O.[Na+]. The catalyst is C1(C)C=CC=CC=1. The product is [C:23]([O:22][C:16]1[CH:15]=[C:14]2[C:19]([CH:20]=[C:11]([C:8]3[CH:9]=[CH:10][C:5]([O:4][C:1](=[O:3])[CH3:2])=[CH:6][CH:7]=3)[CH:12]([CH2:26][CH2:27][CH2:28][CH3:29])[O:13]2)=[CH:18][CH:17]=1)(=[O:25])[CH3:24]. The yield is 0.590. (8) The reactants are [N:1]1[CH:6]=[CH:5][CH:4]=[CH:3][C:2]=1[S:7]([O-:9])=[O:8].[Na+].ClN1C(=O)CCC1=O.S(Cl)(Cl)(=O)=O.[NH2:24][C:25]1[C:26]([F:47])=[C:27]([C:31]2[N:32]=[C:33]([C:43]([CH3:46])([CH3:45])[CH3:44])[S:34][C:35]=2[C:36]2[CH:41]=[CH:40][N:39]=[C:38]([NH2:42])[N:37]=2)[CH:28]=[CH:29][CH:30]=1.N1C=CC=CC=1. The catalyst is ClCCl. The product is [NH2:42][C:38]1[N:37]=[C:36]([C:35]2[S:34][C:33]([C:43]([CH3:45])([CH3:46])[CH3:44])=[N:32][C:31]=2[C:27]2[C:26]([F:47])=[C:25]([NH:24][S:7]([C:2]3[CH:3]=[CH:4][CH:5]=[CH:6][N:1]=3)(=[O:9])=[O:8])[CH:30]=[CH:29][CH:28]=2)[CH:41]=[CH:40][N:39]=1. The yield is 0.120. (9) The reactants are [Cl:1][C:2]1[CH:7]=[C:6]([C:8]([F:17])([C:13]([F:16])([F:15])[F:14])[C:9]([F:12])([F:11])[F:10])[CH:5]=[C:4]([C:18]([F:21])([F:20])[F:19])[C:3]=1[NH:22][C:23](=[O:33])[C:24]1[CH:29]=[CH:28][C:27](I)=[C:26]([NH:31][CH3:32])[CH:25]=1.[Cu][C:35]#[N:36].S([O-])([O-])(=O)=S.[Na+].[Na+]. The catalyst is CN(C=O)C. The product is [Cl:1][C:2]1[CH:7]=[C:6]([C:8]([F:17])([C:13]([F:16])([F:15])[F:14])[C:9]([F:12])([F:11])[F:10])[CH:5]=[C:4]([C:18]([F:21])([F:20])[F:19])[C:3]=1[NH:22][C:23](=[O:33])[C:24]1[CH:29]=[CH:28][C:27]([C:35]#[N:36])=[C:26]([NH:31][CH3:32])[CH:25]=1. The yield is 0.860. (10) The reactants are Cl[C:2]1[CH:7]=[C:6]([NH:8][C:9]2[CH:18]=[CH:17][CH:16]=[CH:15][C:10]=2[C:11]([NH:13][CH3:14])=[O:12])[C:5]([CH:19]2[CH2:21][CH2:20]2)=[CH:4][N:3]=1.[CH2:22]([N:24]1[C:28]([NH2:29])=[CH:27][C:26]([CH3:30])=[N:25]1)[CH3:23].C([O-])([O-])=O.[Cs+].[Cs+].CC1(C)C2C(=C(P(C3C=CC=CC=3)C3C=CC=CC=3)C=CC=2)OC2C(P(C3C=CC=CC=3)C3C=CC=CC=3)=CC=CC1=2. The catalyst is C1C=CC(/C=C/C(/C=C/C2C=CC=CC=2)=O)=CC=1.C1C=CC(/C=C/C(/C=C/C2C=CC=CC=2)=O)=CC=1.C1C=CC(/C=C/C(/C=C/C2C=CC=CC=2)=O)=CC=1.[Pd].[Pd].O1CCOCC1. The product is [CH:19]1([C:5]2[C:6]([NH:8][C:9]3[CH:18]=[CH:17][CH:16]=[CH:15][C:10]=3[C:11]([NH:13][CH3:14])=[O:12])=[CH:7][C:2]([NH:29][C:28]3[N:24]([CH2:22][CH3:23])[N:25]=[C:26]([CH3:30])[CH:27]=3)=[N:3][CH:4]=2)[CH2:21][CH2:20]1. The yield is 0.200.